Task: Binary Classification. Given a drug SMILES string, predict its activity (active/inactive) in a high-throughput screening assay against a specified biological target.. Dataset: HIV replication inhibition screening data with 41,000+ compounds from the AIDS Antiviral Screen The drug is COc1cc2nn(-c3ccccc3)nc2c2nonc12. The result is 0 (inactive).